This data is from Full USPTO retrosynthesis dataset with 1.9M reactions from patents (1976-2016). The task is: Predict the reactants needed to synthesize the given product. (1) Given the product [CH3:1][S:2][C:3]1[N:8]=[CH:7][C:6]2=[C:9]([OH:21])[CH:10]=[CH:11][N:5]2[N:4]=1, predict the reactants needed to synthesize it. The reactants are: [CH3:1][S:2][C:3]1[N:8]=[CH:7][C:6]2=[C:9](B3OC(C)(C)C(C)(C)O3)[CH:10]=[CH:11][N:5]2[N:4]=1.[O:21]1CCCC1.OO.[OH-].[Na+].O. (2) Given the product [CH2:20]([O:22][C:23](=[O:42])[CH2:24][C:25]1[CH:26]=[C:27]([C:12]2[CH:13]=[CH:14][C:15]([Br:17])=[CH:16][C:11]=2[CH2:10][N:7]([C:6]([O:5][C:1]([CH3:4])([CH3:3])[CH3:2])=[O:19])[CH2:8][CH3:9])[C:28]([O:31][CH3:32])=[CH:29][CH:30]=1)[CH3:21], predict the reactants needed to synthesize it. The reactants are: [C:1]([O:5][C:6](=[O:19])[N:7]([CH2:10][C:11]1[CH:16]=[C:15]([Br:17])[CH:14]=[CH:13][C:12]=1I)[CH2:8][CH3:9])([CH3:4])([CH3:3])[CH3:2].[CH2:20]([O:22][C:23](=[O:42])[CH2:24][C:25]1[CH:30]=[CH:29][C:28]([O:31][CH3:32])=[C:27](B2OC(C)(C)C(C)(C)O2)[CH:26]=1)[CH3:21].C(=O)([O-])[O-].[K+].[K+]. (3) Given the product [C:2].[CH3:4][C:3]([C:5]([O:7][CH3:8])=[O:6])=[CH2:2].[C:1], predict the reactants needed to synthesize it. The reactants are: [C:1].[CH3:2][C:3]([C:5]([O:7][CH3:8])=[O:6])=[CH2:4].S(OOS([O-])(=O)=O)([O-])(=O)=O.[NH4+].[NH4+]. (4) Given the product [Cl:1][C:2]1[CH:3]=[C:4]([CH:8]=[C:9]([O:11][CH3:12])[CH:10]=1)[C:5]([NH:14][CH2:15][C:16]1[CH:23]=[CH:22][C:19]([C:20]#[N:21])=[CH:18][C:17]=1[OH:24])=[O:7], predict the reactants needed to synthesize it. The reactants are: [Cl:1][C:2]1[CH:3]=[C:4]([CH:8]=[C:9]([O:11][CH3:12])[CH:10]=1)[C:5]([OH:7])=O.Cl.[NH2:14][CH2:15][C:16]1[CH:23]=[CH:22][C:19]([C:20]#[N:21])=[CH:18][C:17]=1[OH:24].